Dataset: Reaction yield outcomes from USPTO patents with 853,638 reactions. Task: Predict the reaction yield, written as a fraction of the theoretical maximum amount of product (1.0 means a 100% yield; for example, 0.34 means a 34% yield). (1) The reactants are [CH3:1][C:2]1([CH3:12])[C:11]2[C:6](=[CH:7][CH:8]=[CH:9][CH:10]=2)[NH:5][CH2:4][CH2:3]1.[N+:13]([O-])([O-:15])=[O:14].[K+].C([O-])([O-])=O.[Na+].[Na+]. The catalyst is OS(O)(=O)=O. The product is [CH3:1][C:2]1([CH3:12])[C:11]2[C:6](=[CH:7][C:8]([N+:13]([O-:15])=[O:14])=[CH:9][CH:10]=2)[NH:5][CH2:4][CH2:3]1. The yield is 0.500. (2) The reactants are C([N:8]1[CH2:13][CH2:12][N:11]([C:14](=[O:32])[CH2:15][NH:16][C:17](=[O:31])[C:18]2[CH:23]=[CH:22][C:21]([O:24][C:25]3[CH:30]=[CH:29][CH:28]=[CH:27][CH:26]=3)=[CH:20][CH:19]=2)[CH2:10][CH2:9]1)C1C=CC=CC=1.[H][H]. The catalyst is CO.[Pd]. The product is [O:32]=[C:14]([N:11]1[CH2:10][CH2:9][NH:8][CH2:13][CH2:12]1)[CH2:15][NH:16][C:17](=[O:31])[C:18]1[CH:19]=[CH:20][C:21]([O:24][C:25]2[CH:30]=[CH:29][CH:28]=[CH:27][CH:26]=2)=[CH:22][CH:23]=1. The yield is 1.00. (3) The reactants are [F:1][C:2]1[CH:3]=[C:4]([OH:9])[CH:5]=[CH:6][C:7]=1[CH3:8].[N+:10]([O-])([OH:12])=[O:11]. The catalyst is ClCCCl.[Br-].C([N+](CCCC)(CCCC)CCCC)CCC.O. The product is [F:1][C:2]1[C:7]([CH3:8])=[CH:6][C:5]([N+:10]([O-:12])=[O:11])=[C:4]([OH:9])[CH:3]=1. The yield is 0.570. (4) The reactants are Br[C:2]1[CH:9]=[CH:8][C:5]([C:6]#[N:7])=[CH:4][C:3]=1[CH3:10].CC(C1C=C(C(C)C)C(C2C(P(C3CCCCC3)C3CCCCC3)=C(OC)C=CC=2OC)=C(C(C)C)C=1)C.[F:49]C1C=CC(C)=CC=1.CCCCCCCCCCCC. The yield is 0.740. The product is [F:49][C:2]1[CH:9]=[CH:8][C:5]([C:6]#[N:7])=[CH:4][C:3]=1[CH3:10]. The catalyst is [Al].C1(C)C=CC=CC=1. (5) The product is [Br:23][C:13]1[C:14]([C:17]2[CH:22]=[CH:21][CH:20]=[CH:19][CH:18]=2)=[N:15][O:16][C:12]=1[NH:11][S:7]([C:1]1[CH:6]=[CH:5][CH:4]=[CH:3][CH:2]=1)(=[O:9])=[O:8]. No catalyst specified. The reactants are [C:1]1([S:7](Cl)(=[O:9])=[O:8])[CH:6]=[CH:5][CH:4]=[CH:3][CH:2]=1.[NH2:11][C:12]1[O:16][N:15]=[C:14]([C:17]2[CH:22]=[CH:21][CH:20]=[CH:19][CH:18]=2)[C:13]=1[Br:23]. The yield is 0.360. (6) The reactants are C([N:5](CCC)[S:6]([CH:9]1[CH2:11][CH2:10]1)(=[O:8])=[O:7])(C)(C)C.[CH3:15][C:16]1(S(N)(=O)=O)C[CH2:17]1. No catalyst specified. The product is [CH2:15]([C:9]1([S:6]([NH2:5])(=[O:7])=[O:8])[CH2:10][CH2:11]1)[CH2:16][CH3:17]. The yield is 0.800. (7) The reactants are [CH2:1]([CH:3]([C:6]1[C:7]2[N:8]([C:13]([C:17]3[O:21][CH:20]=[N:19][C:18]=3[CH3:22])=[C:14]([CH3:16])[N:15]=2)[N:9]=[C:10]([CH3:12])[CH:11]=1)[CH2:4][CH3:5])[CH3:2].C1C(=O)N([Br:30])C(=O)C1. The catalyst is C(Cl)Cl. The product is [Br:30][C:20]1[O:21][C:17]([C:13]2[N:8]3[N:9]=[C:10]([CH3:12])[CH:11]=[C:6]([CH:3]([CH2:4][CH3:5])[CH2:1][CH3:2])[C:7]3=[N:15][C:14]=2[CH3:16])=[C:18]([CH3:22])[N:19]=1. The yield is 0.120. (8) The reactants are [C:1]([O:5][C:6]([NH:8][C@H:9]([CH2:14][C:15]1[CH:20]=[CH:19][C:18]([B:21]2[O:25][C:24]([CH3:27])([CH3:26])[C:23]([CH3:29])([CH3:28])[O:22]2)=[CH:17][CH:16]=1)[C:10](OC)=[O:11])=[O:7])([CH3:4])([CH3:3])[CH3:2].[BH4-].[Li+]. The catalyst is O1CCCC1. The yield is 1.00. The product is [OH:11][CH2:10][C@H:9]([NH:8][C:6](=[O:7])[O:5][C:1]([CH3:4])([CH3:3])[CH3:2])[CH2:14][C:15]1[CH:16]=[CH:17][C:18]([B:21]2[O:25][C:24]([CH3:26])([CH3:27])[C:23]([CH3:29])([CH3:28])[O:22]2)=[CH:19][CH:20]=1. (9) The reactants are [CH2:1]([NH:8][C:9]1[N:14]2[N:15]=[CH:16][C:17]([C:18](O)=[O:19])=[C:13]2[N:12]=[CH:11][C:10]=1[C:21]([N:23]1[CH2:28][CH2:27][C:26]2([C:36]3[C:31](=[CH:32][CH:33]=[CH:34][CH:35]=3)[N:30]([C:37]([O:39][C:40]([CH3:43])([CH3:42])[CH3:41])=[O:38])[CH2:29]2)[CH2:25][CH2:24]1)=[O:22])[C:2]1[CH:7]=[CH:6][CH:5]=[CH:4][CH:3]=1.[CH3:44][S:45]([NH2:48])(=[O:47])=[O:46]. No catalyst specified. The product is [CH2:1]([NH:8][C:9]1[N:14]2[N:15]=[CH:16][C:17]([C:18]([NH:48][S:45]([CH3:44])(=[O:47])=[O:46])=[O:19])=[C:13]2[N:12]=[CH:11][C:10]=1[C:21]([N:23]1[CH2:24][CH2:25][C:26]2([C:36]3[C:31](=[CH:32][CH:33]=[CH:34][CH:35]=3)[N:30]([C:37]([O:39][C:40]([CH3:43])([CH3:41])[CH3:42])=[O:38])[CH2:29]2)[CH2:27][CH2:28]1)=[O:22])[C:2]1[CH:7]=[CH:6][CH:5]=[CH:4][CH:3]=1. The yield is 0.250.